From a dataset of Catalyst prediction with 721,799 reactions and 888 catalyst types from USPTO. Predict which catalyst facilitates the given reaction. Reactant: [C:1]([C:4]1[CH:9]=[CH:8][C:7]([C:10]2[CH:15]=[CH:14][CH:13]=[CH:12][CH:11]=2)=[CH:6][C:5]=1[O:16][C@H:17]1[CH2:26][CH2:25][C@@H:24]2[C@H:19]([CH2:20][C@@H:21]([C:34]([OH:36])=[O:35])[N:22](C(OC(C)(C)C)=O)[CH2:23]2)[CH2:18]1)([OH:3])=[O:2].C(OCC)(=O)C.[ClH:43]. Product: [ClH:43].[C:1]([C:4]1[CH:9]=[CH:8][C:7]([C:10]2[CH:11]=[CH:12][CH:13]=[CH:14][CH:15]=2)=[CH:6][C:5]=1[O:16][C@H:17]1[CH2:26][CH2:25][C@@H:24]2[C@H:19]([CH2:20][C@@H:21]([C:34]([OH:36])=[O:35])[NH:22][CH2:23]2)[CH2:18]1)([OH:3])=[O:2]. The catalyst class is: 27.